From a dataset of Forward reaction prediction with 1.9M reactions from USPTO patents (1976-2016). Predict the product of the given reaction. (1) Given the reactants [NH2:1][C:2]1[CH:7]=[C:6]([CH3:8])[CH:5]=[CH:4][C:3]=1[OH:9].C1N=CN([C:15](N2C=NC=C2)=[O:16])C=1, predict the reaction product. The product is: [CH3:8][C:6]1[CH:5]=[CH:4][C:3]2[O:9][C:15](=[O:16])[NH:1][C:2]=2[CH:7]=1. (2) Given the reactants Cl[CH2:2][C:3]1[CH:4]=[C:5]([N:13]2[C:17]([C:18]3[CH:23]=[CH:22][C:21]([C:24]4[O:25][CH:26]=[CH:27][CH:28]=4)=[CH:20][CH:19]=3)=[CH:16][C:15]([C:29]([F:32])([F:31])[F:30])=[N:14]2)[CH:6]=[CH:7][C:8]=1[S:9]([CH3:12])(=[O:11])=[O:10].[C:33]1(=[O:43])[NH:37][C:36](=[O:38])[C:35]2=[CH:39][CH:40]=[CH:41][CH:42]=[C:34]12.[K].O, predict the reaction product. The product is: [O:25]1[CH:26]=[CH:27][CH:28]=[C:24]1[C:21]1[CH:20]=[CH:19][C:18]([C:17]2[N:13]([C:5]3[CH:6]=[CH:7][C:8]([S:9]([CH3:12])(=[O:10])=[O:11])=[C:3]([CH:4]=3)[CH2:2][N:37]3[C:33](=[O:43])[C:34]4[C:35](=[CH:39][CH:40]=[CH:41][CH:42]=4)[C:36]3=[O:38])[N:14]=[C:15]([C:29]([F:31])([F:32])[F:30])[CH:16]=2)=[CH:23][CH:22]=1. (3) Given the reactants [OH:1][C:2]1[CH:16]=[C:15]([OH:17])[CH:14]=[CH:13][C:3]=1[C:4]([O:6][CH2:7][CH2:8][CH2:9][CH2:10][CH2:11][CH3:12])=[O:5].[C:18]1(=[O:24])[O:23][C:21](=[O:22])[CH2:20][CH2:19]1, predict the reaction product. The product is: [C:21]([CH2:20][CH2:19][C:18]([O:17][C:15]1[CH:14]=[CH:13][C:3]([C:4]([O:6][CH2:7][CH2:8][CH2:9][CH2:10][CH2:11][CH3:12])=[O:5])=[C:2]([OH:1])[CH:16]=1)=[O:24])([OH:23])=[O:22]. (4) Given the reactants [CH3:1][O:2][C:3]1[CH:4]=[C:5]([C:11]([C@@H:13]2[C@:22]3([CH3:23])[C@H:17]([C:18]([CH3:25])([CH3:24])[CH2:19][CH2:20][CH2:21]3)[CH2:16][C@@H:15]([NH2:26])[C@H:14]2[CH3:27])=[O:12])[CH:6]=[C:7]([O:9][CH3:10])[CH:8]=1.F[P-](F)(F)(F)(F)F.N1(O[P+](N2CCCC2)(N2CCCC2)N2CCCC2)C2C=CC=CC=2N=N1.[C:61]1([CH3:70])[C:62]([C:67](O)=[O:68])=[CH:63][CH:64]=[CH:65][CH:66]=1.C(N(CC)C(C)C)(C)C, predict the reaction product. The product is: [CH3:10][O:9][C:7]1[CH:6]=[C:5]([C:11]([C@@H:13]2[C@:22]3([CH3:23])[C@H:17]([C:18]([CH3:25])([CH3:24])[CH2:19][CH2:20][CH2:21]3)[CH2:16][C@@H:15]([NH:26][C:67](=[O:68])[C:62]3[CH:63]=[CH:64][CH:65]=[CH:66][C:61]=3[CH3:70])[C@H:14]2[CH3:27])=[O:12])[CH:4]=[C:3]([O:2][CH3:1])[CH:8]=1. (5) Given the reactants C(OC(=O)[NH:7][C:8]1[CH2:13][N:12]([CH3:14])[C:11](=[O:15])[C:10]([C:17]2[CH:22]=[C:21]([NH:23][C:24]([C:26]3[CH:31]=[CH:30][C:29]([Br:32])=[CH:28][N:27]=3)=[O:25])[CH:20]=[CH:19][C:18]=2[F:33])([CH3:16])[N:9]=1)(C)(C)C.Cl, predict the reaction product. The product is: [NH2:7][C:8]1[CH2:13][N:12]([CH3:14])[C:11](=[O:15])[C:10]([C:17]2[CH:22]=[C:21]([NH:23][C:24]([C:26]3[CH:31]=[CH:30][C:29]([Br:32])=[CH:28][N:27]=3)=[O:25])[CH:20]=[CH:19][C:18]=2[F:33])([CH3:16])[N:9]=1. (6) Given the reactants [NH2:1][C:2]1[C:11]2[C:6](=[CH:7][CH:8]=[CH:9][CH:10]=2)[C:5]([C:12]#[N:13])=[CH:4][CH:3]=1.C[Al](C)C.[F:18][C:19]1[CH:24]=[C:23]([F:25])[CH:22]=[CH:21][C:20]=1[C@@:26]([OH:52])([CH2:46][N:47]1[CH:51]=[N:50][CH:49]=[N:48]1)[C@H:27]([S:29][C@@H:30]1[CH2:35][O:34][C@@H:33]([C:36]2[CH:45]=[CH:44][C:39]([C:40](OC)=[O:41])=[CH:38][CH:37]=2)[O:32][CH2:31]1)[CH3:28], predict the reaction product. The product is: [C:12]([C:5]1[C:6]2[C:11](=[CH:10][CH:9]=[CH:8][CH:7]=2)[C:2]([NH:1][C:40](=[O:41])[C:39]2[CH:44]=[CH:45][C:36]([C@H:33]3[O:32][CH2:31][C@H:30]([S:29][C@H:27]([CH3:28])[C@:26]([C:20]4[CH:21]=[CH:22][C:23]([F:25])=[CH:24][C:19]=4[F:18])([OH:52])[CH2:46][N:47]4[CH:51]=[N:50][CH:49]=[N:48]4)[CH2:35][O:34]3)=[CH:37][CH:38]=2)=[CH:3][CH:4]=1)#[N:13]. (7) Given the reactants CC1(C)O[C:6](=O)[CH2:5][C:4](=O)O1.[CH2:11](N(CC)CC)[CH3:12].[CH3:18][N:19]([CH:21]=[O:22])C, predict the reaction product. The product is: [C:18]1([N:19]=[C:21]=[O:22])[CH:4]=[CH:5][CH:6]=[CH:12][CH:11]=1. (8) Given the reactants [CH2:1]([C:3]1([CH2:17][CH3:18])[C:8]2[CH:9]=[C:10]([N+:13]([O-:15])=[O:14])[CH:11]=[CH:12][C:7]=2[NH:6][C:5](=[O:16])[O:4]1)[CH3:2].[H-].[Na+].[CH3:21]I, predict the reaction product. The product is: [CH2:17]([C:3]1([CH2:1][CH3:2])[C:8]2[CH:9]=[C:10]([N+:13]([O-:15])=[O:14])[CH:11]=[CH:12][C:7]=2[N:6]([CH3:21])[C:5](=[O:16])[O:4]1)[CH3:18].